The task is: Predict which catalyst facilitates the given reaction.. This data is from Catalyst prediction with 721,799 reactions and 888 catalyst types from USPTO. (1) Reactant: [NH2:1][C@@H:2]([CH2:13][CH2:14][O:15][CH:16]([F:18])[F:17])[C:3]([O:5][CH2:6][C:7]1[CH:12]=[CH:11][CH:10]=[CH:9][CH:8]=1)=[O:4].[CH3:19][O:20][C:21](Cl)=[O:22]. Product: [F:18][CH:16]([F:17])[O:15][CH2:14][CH2:13][C@H:2]([NH:1][C:21]([O:20][CH3:19])=[O:22])[C:3]([O:5][CH2:6][C:7]1[CH:12]=[CH:11][CH:10]=[CH:9][CH:8]=1)=[O:4]. The catalyst class is: 4. (2) The catalyst class is: 12. Reactant: Br[C:2]1[CH:7]=[CH:6][C:5]([C:8]2[NH:12][C:11]([C@@H:13]3[CH2:17][C@H:16]([F:18])[CH2:15][N:14]3[C:19](=[O:29])[C@@H:20]([NH:24][C:25](=[O:28])[O:26][CH3:27])[CH:21]([CH3:23])[CH3:22])=[N:10][CH:9]=2)=[CH:4][CH:3]=1.[CH3:30][C:31]1([CH3:47])[C:35]([CH3:37])([CH3:36])[O:34][B:33]([B:33]2[O:34][C:35]([CH3:37])([CH3:36])[C:31]([CH3:47])([CH3:30])[O:32]2)[O:32]1.C([O-])(=O)C.[K+]. Product: [F:18][C@@H:16]1[CH2:15][N:14]([C:19](=[O:29])[C@@H:20]([NH:24][C:25](=[O:28])[O:26][CH3:27])[CH:21]([CH3:23])[CH3:22])[C@H:13]([C:11]2[NH:12][C:8]([C:5]3[CH:6]=[CH:7][C:2]([B:33]4[O:34][C:35]([CH3:37])([CH3:36])[C:31]([CH3:47])([CH3:30])[O:32]4)=[CH:3][CH:4]=3)=[CH:9][N:10]=2)[CH2:17]1. (3) Reactant: [NH2:1][C:2]1[C:7]([Br:8])=[CH:6][N:5]=[C:4]([CH3:9])[C:3]=1/[CH:10]=[CH:11]/[C:12]([O:14]CC)=O.C[S-].[Na+]. Product: [Br:8][C:7]1[CH:6]=[N:5][C:4]([CH3:9])=[C:3]2[C:2]=1[NH:1][C:12](=[O:14])[CH:11]=[CH:10]2. The catalyst class is: 8. (4) Reactant: [Cl:1][C:2]1[CH:3]=[C:4]([C:9]2([C:22]([F:25])([F:24])[F:23])[O:13][N:12]=[C:11]([C:14]3[CH:15]=[CH:16][C:17]([CH3:21])=[C:18]([CH:20]=3)[NH2:19])[CH2:10]2)[CH:5]=[C:6]([Cl:8])[CH:7]=1.[F:26][C:27]([F:32])([F:31])[C:28](O)=[O:29].Cl.C(N(CC)CCCN=C=NCC)C.C(=O)([O-])O.[Na+]. Product: [Cl:1][C:2]1[CH:3]=[C:4]([C:9]2([C:22]([F:23])([F:25])[F:24])[O:13][N:12]=[C:11]([C:14]3[CH:15]=[CH:16][C:17]([CH3:21])=[C:18]([NH:19][C:28](=[O:29])[C:27]([F:32])([F:31])[F:26])[CH:20]=3)[CH2:10]2)[CH:5]=[C:6]([Cl:8])[CH:7]=1. The catalyst class is: 9. (5) Product: [NH2:21][C:16]1[C:17]([NH:19][CH3:20])=[N:18][C:13]([NH:12][C:9]2[CH:8]=[CH:7][C:6]([C:4]([N:3]([CH2:24][CH3:25])[CH2:1][CH3:2])=[O:5])=[CH:11][CH:10]=2)=[N:14][CH:15]=1. The catalyst class is: 45. Reactant: [CH2:1]([N:3]([CH2:24][CH3:25])[C:4]([C:6]1[CH:11]=[CH:10][C:9]([NH:12][C:13]2[N:18]=[C:17]([NH:19][CH3:20])[C:16]([N+:21]([O-])=O)=[CH:15][N:14]=2)=[CH:8][CH:7]=1)=[O:5])[CH3:2]. (6) Reactant: [NH2:1][C:2]1[CH:3]=[C:4]([C:8]2[C:17]3[C:12](=[C:13]([C:18]([F:21])([F:20])[F:19])[CH:14]=[CH:15][CH:16]=3)[N:11]=[CH:10][C:9]=2[C:22]([C:24]2[CH:29]=[CH:28][CH:27]=[CH:26][CH:25]=2)=[O:23])[CH:5]=[CH:6][CH:7]=1.[C:30]1([N:36]=[C:37]=[O:38])[CH:35]=[CH:34][CH:33]=[CH:32][CH:31]=1. Product: [C:22]([C:9]1[CH:10]=[N:11][C:12]2[C:17]([C:8]=1[C:4]1[CH:3]=[C:2]([NH:1][C:37]([NH:36][C:30]3[CH:35]=[CH:34][CH:33]=[CH:32][CH:31]=3)=[O:38])[CH:7]=[CH:6][CH:5]=1)=[CH:16][CH:15]=[CH:14][C:13]=2[C:18]([F:21])([F:19])[F:20])(=[O:23])[C:24]1[CH:25]=[CH:26][CH:27]=[CH:28][CH:29]=1. The catalyst class is: 66. (7) Reactant: [C:1](Cl)(Cl)=[S:2].[NH2:5][C:6]1[C:7]([Cl:16])=[N:8][CH:9]=[C:10]([CH:15]=1)[C:11]([O:13][CH3:14])=[O:12].C(=O)([O-])[O-].[Na+].[Na+].C(OCC)(=O)C. Product: [Cl:16][C:7]1[C:6]([N:5]=[C:1]=[S:2])=[CH:15][C:10]([C:11]([O:13][CH3:14])=[O:12])=[CH:9][N:8]=1. The catalyst class is: 4. (8) Reactant: [OH:1][C:2]1[CH:3]=[C:4]([CH:8]2[CH2:12][C:11]3([CH2:17][CH2:16][N:15]([C:18]([O:20][C:21]([CH3:24])([CH3:23])[CH3:22])=[O:19])[CH2:14][CH2:13]3)[O:10][CH2:9]2)[CH:5]=[CH:6][CH:7]=1.N1C=CC=CC=1.[F:31][C:32]([F:45])([F:44])[S:33](O[S:33]([C:32]([F:45])([F:44])[F:31])(=[O:35])=[O:34])(=[O:35])=[O:34]. Product: [F:31][C:32]([F:45])([F:44])[S:33]([O:1][C:2]1[CH:3]=[C:4]([CH:8]2[CH2:12][C:11]3([CH2:17][CH2:16][N:15]([C:18]([O:20][C:21]([CH3:24])([CH3:23])[CH3:22])=[O:19])[CH2:14][CH2:13]3)[O:10][CH2:9]2)[CH:5]=[CH:6][CH:7]=1)(=[O:35])=[O:34]. The catalyst class is: 2. (9) Reactant: [CH2:1]([O:3][C:4](=[O:17])[C:5](Cl)=[N:6][NH:7][C:8]1[CH:13]=[CH:12][C:11]([O:14][CH3:15])=[CH:10][CH:9]=1)[CH3:2].[I:18][C:19]1[CH:24]=[CH:23][C:22]([N:25]2[CH2:30][CH2:29][CH:28]=[C:27](N3CCOCC3)[C:26]2=[O:37])=[CH:21][CH:20]=1.C(N(CC)CC)C.Cl. Product: [CH2:1]([O:3][C:4]([C:5]1[C:28]2[CH2:29][CH2:30][N:25]([C:22]3[CH:23]=[CH:24][C:19]([I:18])=[CH:20][CH:21]=3)[C:26](=[O:37])[C:27]=2[N:7]([C:8]2[CH:13]=[CH:12][C:11]([O:14][CH3:15])=[CH:10][CH:9]=2)[N:6]=1)=[O:17])[CH3:2]. The catalyst class is: 161.